This data is from Reaction yield outcomes from USPTO patents with 853,638 reactions. The task is: Predict the reaction yield, written as a fraction of the theoretical maximum amount of product (1.0 means a 100% yield; for example, 0.34 means a 34% yield). (1) The yield is 0.520. The product is [CH:1]1[CH:6]=[CH:5][C:4]([C@@H:7]2[N:16]([C:17]([O:19][C@@H:20]3[CH:25]4[CH2:24][CH2:23][N:22]([CH2:27][CH2:26]4)[CH2:21]3)=[O:18])[CH2:15][CH2:14][C:13]3[CH:12]=[CH:11][CH:10]=[CH:9][C:8]2=3)=[CH:3][CH:2]=1.[CH2:33]([C:32]([OH:39])=[O:38])[CH2:34][C:35]([OH:37])=[O:36]. The catalyst is CCO. The reactants are [CH:1]1[CH:2]=[CH:3][C:4]([C@@H:7]2[N:16]([C:17]([O:19][C@@H:20]3[CH:25]4[CH2:26][CH2:27][N:22]([CH2:23][CH2:24]4)[CH2:21]3)=[O:18])[CH2:15][CH2:14][C:13]3[CH:12]=[CH:11][CH:10]=[CH:9][C:8]2=3)=[CH:5][CH:6]=1.CC(C)=O.[C:32]([OH:39])(=[O:38])[CH2:33][CH2:34][C:35]([OH:37])=[O:36]. (2) The reactants are [CH2:1]([C:3]1[CH:8]=[CH:7][C:6]([OH:9])=[CH:5][CH:4]=1)[CH3:2].BrN1[C:15](=[O:16])[CH2:14][CH2:13]C1=O.[Br:18]C1C=C(CC)C=CC=1O.C(=O)([O-])[O-].[K+].[K+].C(Br)C=C.C(OCC=C)C=C.C(C1C(C(F)(F)F)=CC=C(Cl)C=1O)C=C.C(C1C=C(CC)C=C(Br)C=1O)C=C.ClC1C=C(C=CC=1)C(OO)=O.ClC1C2OC(CO)CC=2C(C(F)(F)F)=CC=1. The catalyst is C(#N)C.C1(C)C=C(C)C=C(C)C=1. The product is [Br:18][C:7]1[C:6]2[O:9][CH:14]([CH2:15][OH:16])[CH2:13][C:5]=2[CH:4]=[C:3]([CH2:1][CH3:2])[CH:8]=1. The yield is 0.700. (3) The reactants are [OH-].[Li+].[CH:3]1([C:6]2[C:15]3[C:10](=[CH:11][CH:12]=[CH:13][CH:14]=3)[C:9]([N:16]3[C:20]([C:21]([F:24])([F:23])[F:22])=[N:19][N:18]=[C:17]3[S:25][C:26]([CH3:33])([CH3:32])[C:27]([O:29]CC)=[O:28])=[CH:8][CH:7]=2)[CH2:5][CH2:4]1. The yield is 0.530. The catalyst is C1COCC1. The product is [CH:3]1([C:6]2[C:15]3[C:10](=[CH:11][CH:12]=[CH:13][CH:14]=3)[C:9]([N:16]3[C:20]([C:21]([F:22])([F:24])[F:23])=[N:19][N:18]=[C:17]3[S:25][C:26]([CH3:33])([CH3:32])[C:27]([OH:29])=[O:28])=[CH:8][CH:7]=2)[CH2:4][CH2:5]1. (4) The reactants are [F:1][C:2]1[C:7]([CH:8]=[O:9])=[C:6]([I:10])[CH:5]=[CH:4][N:3]=1.C[Si](C)(C)[C:13]([F:16])([F:15])[F:14].Cl.[OH-].[Na+]. The catalyst is C1COCC1.O.CCOC(C)=O.[F-].C([N+](CCCC)(CCCC)CCCC)CCC. The product is [F:14][C:13]([F:16])([F:15])[CH:8]([C:7]1[C:2]([F:1])=[N:3][CH:4]=[CH:5][C:6]=1[I:10])[OH:9]. The yield is 0.710.